Dataset: Reaction yield outcomes from USPTO patents with 853,638 reactions. Task: Predict the reaction yield, written as a fraction of the theoretical maximum amount of product (1.0 means a 100% yield; for example, 0.34 means a 34% yield). The reactants are [Si]([O:18][CH2:19][C@@H:20]([N:28]1[C:36](=[O:37])[NH:35][C:34]2[C:29]1=[N:30][C:31]([C:38]1[N:42]3[CH:43]=[C:44]([F:47])[CH:45]=[CH:46][C:41]3=[N:40][CH:39]=1)=[N:32][CH:33]=2)[C:21]1[CH:26]=[CH:25][C:24]([F:27])=[CH:23][N:22]=1)(C(C)(C)C)(C1C=CC=CC=1)C1C=CC=CC=1. The catalyst is Cl.CO. The product is [F:47][C:44]1[CH:45]=[CH:46][C:41]2[N:42]([C:38]([C:31]3[N:30]=[C:29]4[C:34]([NH:35][C:36](=[O:37])[N:28]4[C@@H:20]([C:21]4[CH:26]=[CH:25][C:24]([F:27])=[CH:23][N:22]=4)[CH2:19][OH:18])=[CH:33][N:32]=3)=[CH:39][N:40]=2)[CH:43]=1. The yield is 0.640.